This data is from Forward reaction prediction with 1.9M reactions from USPTO patents (1976-2016). The task is: Predict the product of the given reaction. (1) Given the reactants I[C:2]1[CH:3]=[N:4][C:5]2[C:10]([CH:11]=1)=[CH:9][CH:8]=[CH:7][C:6]=2[N:12]1[CH2:17][CH2:16][N:15]([CH3:18])[CH2:14][CH2:13]1.BrC1C=NC2C(C=1)=CC=CC=2N1CCN(C)CC1.O.O.[Na+].[C:40]1([S:46]([O-:48])=[O:47])[CH:45]=[CH:44][CH:43]=[CH:42][CH:41]=1.C(=O)([O-])O.[Na+], predict the reaction product. The product is: [CH3:18][N:15]1[CH2:16][CH2:17][N:12]([C:6]2[CH:7]=[CH:8][CH:9]=[C:10]3[C:5]=2[N:4]=[CH:3][C:2]([S:46]([C:40]2[CH:45]=[CH:44][CH:43]=[CH:42][CH:41]=2)(=[O:48])=[O:47])=[CH:11]3)[CH2:13][CH2:14]1. (2) Given the reactants [Br:1][C:2]1[CH:7]=[CH:6][C:5](I)=[C:4]([CH2:9][CH3:10])[CH:3]=1.C([Li])CCC.CN(C)[CH:18]=[O:19].Cl, predict the reaction product. The product is: [Br:1][C:2]1[CH:7]=[CH:6][C:5]([CH:18]=[O:19])=[C:4]([CH2:9][CH3:10])[CH:3]=1.